From a dataset of Peptide-MHC class II binding affinity with 134,281 pairs from IEDB. Regression. Given a peptide amino acid sequence and an MHC pseudo amino acid sequence, predict their binding affinity value. This is MHC class II binding data. (1) The peptide sequence is LQEIPTMLKKGMTTV. The MHC is HLA-DQA10501-DQB10302 with pseudo-sequence HLA-DQA10501-DQB10302. The binding affinity (normalized) is 0. (2) The peptide sequence is EKMFVSPTPGQRNPY. The MHC is DRB1_0701 with pseudo-sequence DRB1_0701. The binding affinity (normalized) is 0.453.